Dataset: Catalyst prediction with 721,799 reactions and 888 catalyst types from USPTO. Task: Predict which catalyst facilitates the given reaction. Reactant: Cl.[NH2:2][CH2:3][C:4]1[CH:5]=[CH:6][C:7]([Cl:28])=[C:8]([C:10]2[NH:14][C:13](=[O:15])[N:12]([C:16]3[CH:25]=[CH:24][C:19]([C:20]([O:22][CH3:23])=[O:21])=[C:18]([O:26][CH3:27])[CH:17]=3)[N:11]=2)[CH:9]=1.CCN(C(C)C)C(C)C.[CH:38]1([C:41](Cl)=[O:42])[CH2:40][CH2:39]1. Product: [Cl:28][C:7]1[CH:6]=[CH:5][C:4]([CH2:3][NH:2][C:41]([CH:38]2[CH2:40][CH2:39]2)=[O:42])=[CH:9][C:8]=1[C:10]1[NH:14][C:13](=[O:15])[N:12]([C:16]2[CH:25]=[CH:24][C:19]([C:20]([O:22][CH3:23])=[O:21])=[C:18]([O:26][CH3:27])[CH:17]=2)[N:11]=1. The catalyst class is: 1.